This data is from Full USPTO retrosynthesis dataset with 1.9M reactions from patents (1976-2016). The task is: Predict the reactants needed to synthesize the given product. (1) Given the product [CH2:19]([O:18][C:13]1[CH:12]=[C:11]([C:10]2[C:9](=[O:21])[C:3]3[C:2](=[CH:7][C:6]([OH:8])=[CH:5][CH:4]=3)[O:1][C:22]=2[C:24]([F:27])([F:26])[F:25])[CH:16]=[CH:15][C:14]=1[OH:17])[CH3:20], predict the reactants needed to synthesize it. The reactants are: [OH:1][C:2]1[CH:7]=[C:6]([OH:8])[CH:5]=[CH:4][C:3]=1[C:9](=[O:21])[CH2:10][C:11]1[CH:16]=[CH:15][C:14]([OH:17])=[C:13]([O:18][CH2:19][CH3:20])[CH:12]=1.[C:22](O[C:22]([C:24]([F:27])([F:26])[F:25])=O)([C:24]([F:27])([F:26])[F:25])=O. (2) The reactants are: [CH2:1]([O:3][C:4]1[CH:9]=[C:8]([O:10][CH2:11][CH2:12][CH2:13][C:14]2[C:15]([O:29][CH2:30][CH3:31])=[N:16][N:17]([C:19]3[CH:24]=[C:23]([C:25]([F:28])([F:27])[F:26])[CH:22]=[CH:21][N:20]=3)[CH:18]=2)[CH:7]=[CH:6][C:5]=1[CH2:32][CH2:33][C:34]([O:36]C)=[O:35])[CH3:2].[OH-].[Na+].O1CCCC1.Cl. Given the product [CH2:1]([O:3][C:4]1[CH:9]=[C:8]([O:10][CH2:11][CH2:12][CH2:13][C:14]2[C:15]([O:29][CH2:30][CH3:31])=[N:16][N:17]([C:19]3[CH:24]=[C:23]([C:25]([F:28])([F:26])[F:27])[CH:22]=[CH:21][N:20]=3)[CH:18]=2)[CH:7]=[CH:6][C:5]=1[CH2:32][CH2:33][C:34]([OH:36])=[O:35])[CH3:2], predict the reactants needed to synthesize it. (3) Given the product [CH:30]1([C:33]2[C:34]([O:43][C@@H:44]3[CH2:49][CH2:48][CH2:47][N:46]([S:50]([CH3:53])(=[O:52])=[O:51])[CH2:45]3)=[CH:35][C:36]([F:42])=[C:37]([CH:41]=2)[C:38]([NH:60][S:57]([CH3:54])(=[O:59])=[O:58])=[O:39])[CH2:32][CH2:31]1, predict the reactants needed to synthesize it. The reactants are: C1(C2C(O[C@@H]3CCCN(CC4C=C(Cl)C=C(Cl)C=4)C3)=CC(F)=C(C=2)C(O)=O)CC1.[CH:30]1([C:33]2[C:34]([O:43][C@@H:44]3[CH2:49][CH2:48][CH2:47][N:46]([S:50]([CH3:53])(=[O:52])=[O:51])[CH2:45]3)=[CH:35][C:36]([F:42])=[C:37]([CH:41]=2)[C:38](O)=[O:39])[CH2:32][CH2:31]1.[CH:54]1([S:57]([NH2:60])(=[O:59])=[O:58])CC1.CS(N)(=O)=O. (4) Given the product [CH3:31][NH:32][C:33]([N:1]1[CH2:5][CH2:4][CH:3]([N:6]2[CH2:11][CH2:10][N:9]([C:12]([O:14][CH2:15][C:16]3[CH:21]=[CH:20][CH:19]=[CH:18][CH:17]=3)=[O:13])[CH2:8][CH2:7]2)[CH2:2]1)=[O:34], predict the reactants needed to synthesize it. The reactants are: [NH:1]1[CH2:5][CH2:4][CH:3]([N:6]2[CH2:11][CH2:10][N:9]([C:12]([O:14][CH2:15][C:16]3[CH:21]=[CH:20][CH:19]=[CH:18][CH:17]=3)=[O:13])[CH2:8][CH2:7]2)[CH2:2]1.CCN(C(C)C)C(C)C.[CH3:31][N:32]=[C:33]=[O:34].